Predict the product of the given reaction. From a dataset of Forward reaction prediction with 1.9M reactions from USPTO patents (1976-2016). (1) Given the reactants Cl[CH2:2][C:3]1[N:4]=[C:5]([C:9]2[CH:14]=[CH:13][CH:12]=[CH:11][CH:10]=2)[S:6][C:7]=1[CH3:8].[OH:15][C:16]1[CH:42]=[CH:41][C:19]([C:20]([C:22]2[CH:38]=[CH:37][C:36]([O:39][CH3:40])=[CH:35][C:23]=2[O:24][C:25]([CH3:34])([CH3:33])[C:26]([O:28]C(C)(C)C)=[O:27])=[O:21])=[CH:18][CH:17]=1.C(=O)([O-])[O-].[K+].[K+].CN(C)C=O, predict the reaction product. The product is: [CH3:40][O:39][C:36]1[CH:37]=[CH:38][C:22]([C:20](=[O:21])[C:19]2[CH:18]=[CH:17][C:16]([O:15][CH2:2][C:3]3[N:4]=[C:5]([C:9]4[CH:14]=[CH:13][CH:12]=[CH:11][CH:10]=4)[S:6][C:7]=3[CH3:8])=[CH:42][CH:41]=2)=[C:23]([CH:35]=1)[O:24][C:25]([CH3:34])([CH3:33])[C:26]([OH:28])=[O:27]. (2) The product is: [OH:4][C:5]([CH3:30])([CH3:29])[C:6]([NH:8][C:9]1[CH:17]=[C:16]([O:18][Si:19]([CH:23]([CH3:25])[CH3:24])([CH:26]([CH3:27])[CH3:28])[CH:20]([CH3:21])[CH3:22])[CH:15]=[CH:14][C:10]=1[C:11]([OH:13])=[O:12])=[O:7]. Given the reactants C([O:4][C:5]([CH3:30])([CH3:29])[C:6]([NH:8][C:9]1[CH:17]=[C:16]([O:18][Si:19]([CH:26]([CH3:28])[CH3:27])([CH:23]([CH3:25])[CH3:24])[CH:20]([CH3:22])[CH3:21])[CH:15]=[CH:14][C:10]=1[C:11]([OH:13])=[O:12])=[O:7])(=O)C.C([O-])([O-])=O.[K+].[K+], predict the reaction product. (3) Given the reactants I[C:2]1[C:3]([CH:11]([CH3:13])[CH3:12])=[N:4][N:5]2[CH:10]=[CH:9][CH:8]=[CH:7][C:6]=12.[CH3:14][N:15]1[CH:19]=[C:18](B2OC(C)(C)C(C)(C)O2)[CH:17]=[N:16]1.C(C1C(C2C=C(N)C=CC=2)=C2C=CC=CN2N=1)(C)C, predict the reaction product. The product is: [CH:11]([C:3]1[C:2]([C:18]2[CH:17]=[N:16][N:15]([CH3:14])[CH:19]=2)=[C:6]2[CH:7]=[CH:8][CH:9]=[CH:10][N:5]2[N:4]=1)([CH3:13])[CH3:12]. (4) Given the reactants [Br:1][C:2]1[N:7]=[C:6]([NH:8][CH2:9][CH:10]2[CH2:15][CH2:14][O:13][CH2:12][CH2:11]2)[CH:5]=[CH:4][CH:3]=1.C1C(=O)N([Cl:23])C(=O)C1, predict the reaction product. The product is: [Br:1][C:2]1[N:7]=[C:6]([NH:8][CH2:9][CH:10]2[CH2:15][CH2:14][O:13][CH2:12][CH2:11]2)[CH:5]=[CH:4][C:3]=1[Cl:23]. (5) Given the reactants [F:1][C:2]1[CH:7]=[CH:6][C:5]([CH2:8][O:9][C:10]2[CH:18]=[CH:17][C:16]([C:19]([F:22])([F:21])[F:20])=[CH:15][C:11]=2[C:12]([OH:14])=O)=[CH:4][CH:3]=1.C(Cl)CCl.C1C=[CH:29][C:30]2[N:35]([OH:36])N=[N:33][C:31]=2[CH:32]=1.CC1C(N)=CON=1.CCN(C(C)C)C(C)C, predict the reaction product. The product is: [F:1][C:2]1[CH:3]=[CH:4][C:5]([CH2:8][O:9][C:10]2[CH:18]=[CH:17][C:16]([C:19]([F:22])([F:21])[F:20])=[CH:15][C:11]=2[C:12]([NH:33][C:31]2[C:30]([CH3:29])=[N:35][O:36][CH:32]=2)=[O:14])=[CH:6][CH:7]=1.